From a dataset of Forward reaction prediction with 1.9M reactions from USPTO patents (1976-2016). Predict the product of the given reaction. (1) The product is: [C:1]1([CH:7]2[CH2:21][N:25]([CH2:24][C:23]([F:28])([F:27])[F:22])[N:26]=[C:8]2[C:10]2[CH:20]=[CH:19][C:13]3[O:14][CH2:15][C:16](=[O:18])[NH:17][C:12]=3[CH:11]=2)[CH:6]=[CH:5][CH:4]=[CH:3][CH:2]=1. Given the reactants [C:1]1([C:7](=[CH2:21])[C:8]([C:10]2[CH:20]=[CH:19][C:13]3[O:14][CH2:15][C:16](=[O:18])[NH:17][C:12]=3[CH:11]=2)=O)[CH:6]=[CH:5][CH:4]=[CH:3][CH:2]=1.[F:22][C:23]([F:28])([F:27])[CH2:24][NH:25][NH2:26], predict the reaction product. (2) Given the reactants [Br:1][CH2:2][CH2:3][C:4]1[CH:12]=[CH:11][C:7]([C:8]([OH:10])=[O:9])=[CH:6][CH:5]=1.[CH3:13]COCC.[N+](=C)=[N-], predict the reaction product. The product is: [Br:1][CH2:2][CH2:3][C:4]1[CH:12]=[CH:11][C:7]([C:8]([O:10][CH3:13])=[O:9])=[CH:6][CH:5]=1. (3) Given the reactants Br[C:2]1[CH:7]=[CH:6][C:5]([C:8]2[N:9]([CH2:14][C@@H:15]3[CH2:19][CH2:18][N:17]([C:20]([CH:22]4[CH2:24][CH2:23]4)=[O:21])[CH2:16]3)[C:10](=[O:13])[NH:11][N:12]=2)=[C:4]([F:25])[CH:3]=1.[N:26]1[C:35]2[C:30](=[CH:31][CH:32]=[C:33](B3OC(C)(C)C(C)(C)O3)[CH:34]=2)[CH:29]=[CH:28][CH:27]=1.C([O-])([O-])=O.[K+].[K+].Cl, predict the reaction product. The product is: [CH:22]1([C:20]([N:17]2[CH2:18][CH2:19][C@@H:15]([CH2:14][N:9]3[C:8]([C:5]4[CH:6]=[CH:7][C:2]([C:33]5[CH:34]=[C:35]6[C:30]([CH:29]=[CH:28][CH:27]=[N:26]6)=[CH:31][CH:32]=5)=[CH:3][C:4]=4[F:25])=[N:12][NH:11][C:10]3=[O:13])[CH2:16]2)=[O:21])[CH2:24][CH2:23]1. (4) Given the reactants [CH:1]1([OH:9])[CH2:8][CH2:7][CH2:6][CH2:5][CH2:4][CH:3]=[CH:2]1.C([N:13]([CH:16]([CH3:18])[CH3:17])[CH2:14]C)(C)C.[OH:19]N1C2C=CC=CC=2N=N1.NC1C=[CH:34][C:33]([CH:36]([OH:42])[C:37]([O:39][CH2:40][CH3:41])=[O:38])=[CH:32]C=1, predict the reaction product. The product is: [CH2:40]([O:39][C:37](=[O:38])[CH:36]([C:33]1[CH:34]=[CH:17][C:16]([NH:13][C:14]([O:9][CH:1]2[CH2:8][CH2:7][CH2:6][CH2:5][CH2:4][CH:3]=[CH:2]2)=[O:19])=[CH:18][CH:32]=1)[OH:42])[CH3:41]. (5) Given the reactants [Cl:1][C:2]1[N:7]=[N:6][C:5]([NH2:8])=[CH:4][CH:3]=1.Cl[CH:10]([C:16](=O)[CH3:17])[C:11]([O:13][CH2:14][CH3:15])=[O:12], predict the reaction product. The product is: [Cl:1][C:2]1[CH:3]=[CH:4][C:5]2[N:6]([C:10]([C:11]([O:13][CH2:14][CH3:15])=[O:12])=[C:16]([CH3:17])[N:8]=2)[N:7]=1.